From a dataset of Forward reaction prediction with 1.9M reactions from USPTO patents (1976-2016). Predict the product of the given reaction. (1) Given the reactants [NH2:1][C:2]1[CH:7]=[CH:6][CH:5]=[CH:4][C:3]=1[OH:8].[Br:9][C:10]1[CH:15]=[CH:14][C:13]([CH2:16][C:17](O)=O)=[CH:12][CH:11]=1, predict the reaction product. The product is: [Br:9][C:10]1[CH:15]=[CH:14][C:13]([CH2:16][C:17]2[O:8][C:3]3[CH:4]=[CH:5][CH:6]=[CH:7][C:2]=3[N:1]=2)=[CH:12][CH:11]=1. (2) Given the reactants [Si:1]([O:18][C@@H:19]([CH3:28])[CH2:20][CH:21]=[CH:22][C:23](OCC)=[O:24])([C:14]([CH3:17])([CH3:16])[CH3:15])([C:8]1[CH:13]=[CH:12][CH:11]=[CH:10][CH:9]=1)[C:2]1[CH:7]=[CH:6][CH:5]=[CH:4][CH:3]=1.CC(C[AlH]CC(C)C)C.[NH4+].[Cl-].[O-]S([O-])(=O)=O.[Mg+2], predict the reaction product. The product is: [Si:1]([O:18][C@@H:19]([CH3:28])[CH2:20][CH:21]=[CH:22][CH2:23][OH:24])([C:14]([CH3:16])([CH3:17])[CH3:15])([C:8]1[CH:9]=[CH:10][CH:11]=[CH:12][CH:13]=1)[C:2]1[CH:3]=[CH:4][CH:5]=[CH:6][CH:7]=1.